This data is from Forward reaction prediction with 1.9M reactions from USPTO patents (1976-2016). The task is: Predict the product of the given reaction. (1) Given the reactants C(OC(=O)N[C:8]1[C:9](Br)=[N:10][C:11]([N:14]2[CH2:22][C:21]3C(=CC=CC=3)C2)=[CH:12][CH:13]=1)(C)(C)C.CCCC[N+](CCCC)(CCCC)CCCC.[F-].C(O)(=O)CC(CC(O)=O)(C(O)=O)O.CCOC(C)=O, predict the reaction product. The product is: [NH:14]1[C:11]2=[N:10][CH:9]=[CH:8][CH:13]=[C:12]2[CH:21]=[CH:22]1. (2) Given the reactants [CH3:1][C:2]1([CH3:26])[C:10]2[C:5](=[N:6][CH:7]=[CH:8][CH:9]=2)[N:4]([CH:11]2[CH2:14][CH:13]([NH:15][C:16]3[N:21]=[CH:20][C:19]([C:22]([CH3:24])=[CH2:23])=[CH:18][N:17]=3)[CH2:12]2)[C:3]1=[O:25], predict the reaction product. The product is: [CH:22]([C:19]1[CH:18]=[N:17][C:16]([NH:15][C@H:13]2[CH2:14][C@H:11]([N:4]3[C:5]4=[N:6][CH:7]=[CH:8][CH:9]=[C:10]4[C:2]([CH3:1])([CH3:26])[C:3]3=[O:25])[CH2:12]2)=[N:21][CH:20]=1)([CH3:24])[CH3:23]. (3) Given the reactants C([Li])CCC.Br[C:7]1[CH:12]=[CH:11][C:10]([S:13]([CH:16]2[CH2:18][CH2:17]2)(=[O:15])=[O:14])=[C:9]([Cl:19])[CH:8]=1.[B:20](OC(C)C)([O:25]C(C)C)[O:21]C(C)C.Cl, predict the reaction product. The product is: [Cl:19][C:9]1[CH:8]=[C:7]([B:20]([OH:25])[OH:21])[CH:12]=[CH:11][C:10]=1[S:13]([CH:16]1[CH2:18][CH2:17]1)(=[O:15])=[O:14]. (4) Given the reactants Cl.[NH2:2][C@@H:3]1[CH2:8][CH2:7][C@H:6]([NH:9][C:10]([C:12]2[C:16]3[N:17]=[CH:18][N:19]=[C:20]([C:21]4[C:29]5[O:28][CH2:27][O:26][C:25]=5[CH:24]=[CH:23][C:22]=4[O:30][CH2:31][CH:32]4[CH2:34][CH2:33]4)[C:15]=3[NH:14][C:13]=2[CH3:35])=[O:11])[CH2:5][CH2:4]1.[C:36](Cl)(=[O:38])[CH3:37], predict the reaction product. The product is: [C:36]([NH:2][C@@H:3]1[CH2:8][CH2:7][C@H:6]([NH:9][C:10]([C:12]2[C:16]3[N:17]=[CH:18][N:19]=[C:20]([C:21]4[C:29]5[O:28][CH2:27][O:26][C:25]=5[CH:24]=[CH:23][C:22]=4[O:30][CH2:31][CH:32]4[CH2:34][CH2:33]4)[C:15]=3[NH:14][C:13]=2[CH3:35])=[O:11])[CH2:5][CH2:4]1)(=[O:38])[CH3:37].